Dataset: Reaction yield outcomes from USPTO patents with 853,638 reactions. Task: Predict the reaction yield, written as a fraction of the theoretical maximum amount of product (1.0 means a 100% yield; for example, 0.34 means a 34% yield). (1) The reactants are [NH2:1][C:2]1[C:11]2[C:6](=[C:7](I)[C:8]([F:12])=[CH:9][CH:10]=2)[N:5]=[N:4][C:3]=1[C:14]([NH:16][CH:17]1[CH2:19][CH2:18]1)=[O:15].[CH3:20][O:21][C:22]1[CH:27]=[CH:26][C:25]([CH3:28])=[CH:24][C:23]=1B(O)O. No catalyst specified. The product is [NH2:1][C:2]1[C:11]2[C:6](=[C:7]([C:23]3[CH:24]=[C:25]([CH3:28])[CH:26]=[CH:27][C:22]=3[O:21][CH3:20])[C:8]([F:12])=[CH:9][CH:10]=2)[N:5]=[N:4][C:3]=1[C:14]([NH:16][CH:17]1[CH2:19][CH2:18]1)=[O:15]. The yield is 0.760. (2) The reactants are C(O[C:5](=[O:7])[CH3:6])(=O)C.[NH2:8][N:9]1[C:17]2[C:12](=[CH:13][CH:14]=[C:15]([N+:18]([O-:20])=[O:19])[CH:16]=2)[C:11]([C:21]2[CH:28]=[CH:27][C:24]([C:25]#[N:26])=[CH:23][CH:22]=2)=[CH:10]1.C(N(C(C)C)CC)(C)C. The catalyst is CN(C=O)C.O. The product is [C:25]([C:24]1[CH:23]=[CH:22][C:21]([C:11]2[C:12]3[C:17](=[CH:16][C:15]([N+:18]([O-:20])=[O:19])=[CH:14][CH:13]=3)[N:9]([NH:8][C:5](=[O:7])[CH3:6])[CH:10]=2)=[CH:28][CH:27]=1)#[N:26]. The yield is 0.380. (3) The reactants are [N+:1]([C:4]1[CH:9]=[CH:8][C:7]([C:10]([F:13])([F:12])[F:11])=[CH:6][C:5]=1[S:14]([NH:17][C:18]1[CH:19]=[CH:20][CH:21]=[C:22]2[C:27]=1[N:26]=[CH:25][CH:24]=[CH:23]2)(=[O:16])=[O:15])([O-])=O.Cl[Sn]Cl. The catalyst is Cl.CCO. The product is [NH2:1][C:4]1[CH:9]=[CH:8][C:7]([C:10]([F:12])([F:11])[F:13])=[CH:6][C:5]=1[S:14]([NH:17][C:18]1[CH:19]=[CH:20][CH:21]=[C:22]2[C:27]=1[N:26]=[CH:25][CH:24]=[CH:23]2)(=[O:15])=[O:16]. The yield is 0.730. (4) The reactants are [Br:1][C:2]1[CH:7]=[CH:6][C:5]([OH:8])=[CH:4][CH:3]=1.[H-].[Na+].[C:11](Cl)(=[O:14])[CH:12]=[CH2:13].O. The catalyst is O1CCCC1. The product is [C:11]([O:8][C:5]1[CH:6]=[CH:7][C:2]([Br:1])=[CH:3][CH:4]=1)(=[O:14])[CH:12]=[CH2:13]. The yield is 1.00. (5) The reactants are [CH:1]1[C:10]2[C:5](=[CH:6][CH:7]=[CH:8][CH:9]=2)[CH:4]=[CH:3][C:2]=1[C:11]1[C:19]2[C:14](=[CH:15][CH:16]=[C:17]([C:20]#[N:21])[CH:18]=2)[NH:13][N:12]=1.[N:22]([Sn](CCCC)(CCCC)CCCC)=[N+:23]=[N-:24]. The catalyst is C1(C)C=CC=CC=1. The product is [CH:1]1[C:10]2[C:5](=[CH:6][CH:7]=[CH:8][CH:9]=2)[CH:4]=[CH:3][C:2]=1[C:11]1[C:19]2[C:14](=[CH:15][CH:16]=[C:17]([C:20]3[NH:24][N:23]=[N:22][N:21]=3)[CH:18]=2)[NH:13][N:12]=1. The yield is 0.643. (6) The reactants are [F:1][C:2]1[CH:11]=[C:10]([C:12]2[CH:13]=[N:14][C:15]3[N:16]([C:18]([CH2:21][C:22]4[CH:23]=[C:24]5[C:29](=[CH:30][CH:31]=4)[N:28]=[CH:27][CH:26]=[CH:25]5)=[CH:19][N:20]=3)[N:17]=2)[CH:9]=[CH:8][C:3]=1[C:4]([NH:6][CH3:7])=[O:5].[ClH:32].C(OC)(C)(C)C. The catalyst is CO.C(O)(C)C. The product is [ClH:32].[ClH:32].[F:1][C:2]1[CH:11]=[C:10]([C:12]2[CH:13]=[N:14][C:15]3[N:16]([C:18]([CH2:21][C:22]4[CH:23]=[C:24]5[C:29](=[CH:30][CH:31]=4)[N:28]=[CH:27][CH:26]=[CH:25]5)=[CH:19][N:20]=3)[N:17]=2)[CH:9]=[CH:8][C:3]=1[C:4]([NH:6][CH3:7])=[O:5]. The yield is 0.950. (7) The reactants are [F:1][C:2]1[CH:7]=[CH:6][C:5]([C:8]([C:10]2[N:19]=[C:18]([NH:20][C:21]3[CH:25]=[C:24]([CH3:26])[NH:23][N:22]=3)[C:17]3[C:12](=[CH:13][CH:14]=[CH:15][CH:16]=3)[N:11]=2)=[O:9])=[CH:4][C:3]=1[O:27]C.B(Br)(Br)Br.C(Cl)Cl.O. The catalyst is C(Cl)Cl. The product is [F:1][C:2]1[CH:7]=[CH:6][C:5]([C:8]([C:10]2[N:19]=[C:18]([NH:20][C:21]3[CH:25]=[C:24]([CH3:26])[NH:23][N:22]=3)[C:17]3[C:12](=[CH:13][CH:14]=[CH:15][CH:16]=3)[N:11]=2)=[O:9])=[CH:4][C:3]=1[OH:27]. The yield is 0.210. (8) The reactants are [Br:1][C:2]1[CH:3]=[CH:4][C:5]([O:19][C:20]([F:23])([F:22])[F:21])=[C:6]([CH:8]=[C:9]2[C:13]([CH3:15])([CH3:14])[O:12][C:11]([CH3:17])([CH3:16])[C:10]2=[O:18])[CH:7]=1.[OH:24]O.[OH-].[Li+]. The catalyst is CO. The product is [Br:1][C:2]1[CH:3]=[CH:4][C:5]([O:19][C:20]([F:23])([F:21])[F:22])=[C:6]([CH:8]2[C:9]3([C:10](=[O:18])[C:11]([CH3:17])([CH3:16])[O:12][C:13]3([CH3:14])[CH3:15])[O:24]2)[CH:7]=1. The yield is 0.860. (9) The reactants are [OH:1][CH:2]1[CH2:7][CH2:6][CH:5]([N:8]2[C:16](=[O:17])[C:15]3[C:10](=[CH:11][CH:12]=[CH:13][CH:14]=3)[C:9]2=[O:18])[CH2:4][CH2:3]1.C1(P(C2C=CC=CC=2)C2C=CC=CC=2)C=CC=CC=1.[CH2:38]([O:40][C:41](=[O:49])[C:42]1[CH:47]=[CH:46][C:45](O)=[CH:44][CH:43]=1)[CH3:39].CC(OC(/N=N/C(OC(C)C)=O)=O)C. The yield is 0.420. The product is [CH2:38]([O:40][C:41](=[O:49])[C:42]1[CH:47]=[CH:46][C:45]([O:1][CH:2]2[CH2:3][CH2:4][CH:5]([N:8]3[C:9](=[O:18])[C:10]4[C:15](=[CH:14][CH:13]=[CH:12][CH:11]=4)[C:16]3=[O:17])[CH2:6][CH2:7]2)=[CH:44][CH:43]=1)[CH3:39]. The catalyst is C1COCC1. (10) The reactants are [Cl:1][C:2]1[CH:7]=[CH:6][CH:5]=[C:4]([NH2:8])[C:3]=1[NH:9][CH2:10][CH2:11][OH:12].Cl.[OH-].[Na+].[CH:16](O)=O. No catalyst specified. The product is [Cl:1][C:2]1[C:3]2[N:9]([CH2:10][CH2:11][OH:12])[CH:16]=[N:8][C:4]=2[CH:5]=[CH:6][CH:7]=1. The yield is 0.930.